Task: Predict which catalyst facilitates the given reaction.. Dataset: Catalyst prediction with 721,799 reactions and 888 catalyst types from USPTO (1) Product: [Cl:21][C:22]1[CH:23]=[CH:24][C:25]([C:28]2[CH:29]=[CH:30][C:31]([C:34]#[C:35][C:2]3[CH:7]=[CH:6][C:5]([N:8]4[CH2:13][CH2:12][CH2:11][C@@H:10]([N:14]5[CH2:19][CH2:18][CH:17]([CH3:20])[CH2:16][CH2:15]5)[CH2:9]4)=[CH:4][CH:3]=3)=[N:32][CH:33]=2)=[CH:26][CH:27]=1. Reactant: I[C:2]1[CH:7]=[CH:6][C:5]([N:8]2[CH2:13][CH2:12][CH2:11][C@@H:10]([N:14]3[CH2:19][CH2:18][CH:17]([CH3:20])[CH2:16][CH2:15]3)[CH2:9]2)=[CH:4][CH:3]=1.[Cl:21][C:22]1[CH:27]=[CH:26][C:25]([C:28]2[CH:29]=[CH:30][C:31]([C:34]#[CH:35])=[N:32][CH:33]=2)=[CH:24][CH:23]=1. The catalyst class is: 61. (2) Reactant: [CH:1]([CH:4]1[CH2:9][CH2:8][CH:7]([O:10][C:11]2[CH:12]=[C:13]3[C:18](=[CH:19][CH:20]=2)[CH:17]=[C:16]([CH2:21][N:22]2[CH2:27][CH2:26][CH:25]([C:28]([O:30]CC)=[O:29])[CH2:24][CH2:23]2)[CH:15]=[CH:14]3)[CH2:6][CH2:5]1)([CH3:3])[CH3:2].[OH-].[Na+]. Product: [CH:1]([CH:4]1[CH2:5][CH2:6][CH:7]([O:10][C:11]2[CH:12]=[C:13]3[C:18](=[CH:19][CH:20]=2)[CH:17]=[C:16]([CH2:21][N:22]2[CH2:23][CH2:24][CH:25]([C:28]([OH:30])=[O:29])[CH2:26][CH2:27]2)[CH:15]=[CH:14]3)[CH2:8][CH2:9]1)([CH3:3])[CH3:2]. The catalyst class is: 14. (3) Reactant: Cl[C:2]1[N:7]=[C:6]([C:8]2[N:12]3[CH:13]=[CH:14][CH:15]=[CH:16][C:11]3=[N:10][C:9]=2[C:17]2[CH:18]=[C:19]([CH:31]=[CH:32][CH:33]=2)[C:20]([NH:22][C:23]2[C:28]([F:29])=[CH:27][CH:26]=[CH:25][C:24]=2[F:30])=[O:21])[CH:5]=[CH:4][N:3]=1.[CH3:34][O:35][C:36]1[CH:42]=[C:41]([CH2:43][CH2:44][N:45]2[CH2:50][CH2:49][N:48]([CH3:51])[CH2:47][CH2:46]2)[CH:40]=[CH:39][C:37]=1[NH2:38].C1(C)C=CC(S(O)(=O)=O)=CC=1.C[O-].[Na+]. Product: [F:30][C:24]1[CH:25]=[CH:26][CH:27]=[C:28]([F:29])[C:23]=1[NH:22][C:20](=[O:21])[C:19]1[CH:31]=[CH:32][CH:33]=[C:17]([C:9]2[N:10]=[C:11]3[CH:16]=[CH:15][CH:14]=[CH:13][N:12]3[C:8]=2[C:6]2[CH:5]=[CH:4][N:3]=[C:2]([NH:38][C:37]3[CH:39]=[CH:40][C:41]([CH2:43][CH2:44][N:45]4[CH2:46][CH2:47][N:48]([CH3:51])[CH2:49][CH2:50]4)=[CH:42][C:36]=3[O:35][CH3:34])[N:7]=2)[CH:18]=1. The catalyst class is: 812.